From a dataset of Forward reaction prediction with 1.9M reactions from USPTO patents (1976-2016). Predict the product of the given reaction. (1) Given the reactants [NH2:1][C:2]1[CH:3]=[CH:4][CH:5]=[C:6]2[C:11]=1[CH:10]=[C:9]([OH:12])[CH:8]=[CH:7]2.[C:13]([O:17][C:18](O[C:18]([O:17][C:13]([CH3:16])([CH3:15])[CH3:14])=[O:19])=[O:19])([CH3:16])([CH3:15])[CH3:14], predict the reaction product. The product is: [C:13]([O:17][C:18]([NH:1][C:2]1[CH:3]=[CH:4][CH:5]=[C:6]2[C:11]=1[CH:10]=[C:9]([OH:12])[CH:8]=[CH:7]2)=[O:19])([CH3:16])([CH3:15])[CH3:14]. (2) Given the reactants CC1C=CC(S(O[CH:12]([CH:17]2[CH2:22][CH2:21][CH2:20][CH2:19][CH2:18]2)[C:13](Cl)(Cl)Cl)(=O)=O)=CC=1.[Li]C.[CH3:25][Si:26](Cl)([CH3:28])[CH3:27], predict the reaction product. The product is: [CH:17]1([C:12]#[C:13][Si:26]([CH3:28])([CH3:27])[CH3:25])[CH2:22][CH2:21][CH2:20][CH2:19][CH2:18]1. (3) The product is: [O:2]1[C:6]2[C:7]([O:11][CH:12]3[CH2:15][N:14]([C:60](=[O:61])/[CH:59]=[CH:58]/[C:53]4[CH:52]=[C:51]5[C:56](=[N:55][CH:54]=4)[NH:57][C:48](=[O:47])[CH2:49][CH2:50]5)[CH2:13]3)=[CH:8][CH:9]=[CH:10][C:5]=2[CH:4]=[CH:3]1. Given the reactants Cl.[O:2]1[C:6]2[C:7]([O:11][CH:12]3[CH2:15][NH:14][CH2:13]3)=[CH:8][CH:9]=[CH:10][C:5]=2[CH:4]=[CH:3]1.CCN=C=NCCCN(C)C.C1C=CC2N(O)N=NC=2C=1.C(N(C(C)C)CC)(C)C.Cl.[O:47]=[C:48]1[NH:57][C:56]2[N:55]=[CH:54][C:53](/[CH:58]=[CH:59]/[C:60](O)=[O:61])=[CH:52][C:51]=2[CH2:50][CH2:49]1, predict the reaction product. (4) Given the reactants [OH:1][CH2:2][C:3]1[CH:18]=[CH:17][C:6]([CH2:7][CH2:8][NH:9][C:10](=[O:16])[O:11][C:12]([CH3:15])([CH3:14])[CH3:13])=[CH:5][CH:4]=1.C(N(CC)C(C)C)(C)C.[CH3:28][S:29](Cl)(=[O:31])=[O:30].C(OCC)(=O)C, predict the reaction product. The product is: [CH3:28][S:29]([O:1][CH2:2][C:3]1[CH:18]=[CH:17][C:6]([CH2:7][CH2:8][NH:9][C:10]([O:11][C:12]([CH3:15])([CH3:13])[CH3:14])=[O:16])=[CH:5][CH:4]=1)(=[O:31])=[O:30]. (5) Given the reactants [Br:1][C:2]1[N:7]2[CH:8]=[CH:9][N:10]=[C:6]2[C:5](Br)=[N:4][CH:3]=1.[NH2:12][C:13]1[CH:14]=[CH:15][C:16]([N:22]2[CH2:27][CH2:26][O:25][CH2:24][CH2:23]2)=[C:17]([CH:21]=1)[C:18]([NH2:20])=[O:19].C(N(CC)C(C)C)(C)C.CCOCC, predict the reaction product. The product is: [Br:1][C:2]1[N:7]2[CH:8]=[CH:9][N:10]=[C:6]2[C:5]([NH:12][C:13]2[CH:14]=[CH:15][C:16]([N:22]3[CH2:23][CH2:24][O:25][CH2:26][CH2:27]3)=[C:17]([CH:21]=2)[C:18]([NH2:20])=[O:19])=[N:4][CH:3]=1. (6) Given the reactants [NH2:1][C:2]1[CH:7]=[C:6]([F:8])[CH:5]=[CH:4][C:3]=1[CH:9]([C:17]([O:19][C:20]([CH3:23])([CH3:22])[CH3:21])=[O:18])[C:10]([O:12][C:13]([CH3:16])([CH3:15])[CH3:14])=[O:11].[CH3:24][C:25]1([N:37]2[CH2:42][CH2:41][C:40](=O)[CH2:39][CH2:38]2)[CH2:29][CH2:28][N:27]([C:30]([O:32][C:33]([CH3:36])([CH3:35])[CH3:34])=[O:31])[CH2:26]1, predict the reaction product. The product is: [C:33]([O:32][C:30]([N:27]1[CH2:28][CH2:29][C:25]([N:37]2[CH2:38][CH2:39][CH:40]([NH:1][C:2]3[CH:7]=[C:6]([F:8])[CH:5]=[CH:4][C:3]=3[CH:9]([C:17]([O:19][C:20]([CH3:23])([CH3:22])[CH3:21])=[O:18])[C:10]([O:12][C:13]([CH3:15])([CH3:16])[CH3:14])=[O:11])[CH2:41][CH2:42]2)([CH3:24])[CH2:26]1)=[O:31])([CH3:34])([CH3:35])[CH3:36]. (7) The product is: [NH2:19][CH2:18][CH2:17][CH:16]([OH:30])[CH2:15][N:12]1[CH2:13][CH2:14][N:9]([C:4]2[CH:5]=[CH:6][CH:7]=[CH:8][C:3]=2[O:2][CH3:1])[CH2:10][CH2:11]1. Given the reactants [CH3:1][O:2][C:3]1[CH:8]=[CH:7][CH:6]=[CH:5][C:4]=1[N:9]1[CH2:14][CH2:13][N:12]([CH2:15][CH:16]([OH:30])[CH2:17][CH2:18][N:19]2C(=O)C3C(=CC=CC=3)C2=O)[CH2:11][CH2:10]1.NCCC(O)CN1CCN(C2C=CC=C(Cl)C=2Cl)CC1, predict the reaction product.